This data is from Reaction yield outcomes from USPTO patents with 853,638 reactions. The task is: Predict the reaction yield, written as a fraction of the theoretical maximum amount of product (1.0 means a 100% yield; for example, 0.34 means a 34% yield). (1) The reactants are C(Cl)Cl.[CH3:4][N:5]([CH3:26])[CH2:6][CH2:7][NH:8][S:9]([C:12]1[S:13][C:14](B2OC(C)(C)C(C)(C)O2)=[CH:15][CH:16]=1)(=[O:11])=[O:10].Br[C:28]1[N:33]=[C:32]([NH:34][C:35]2[CH:39]=[C:38]([CH:40]3[CH2:42][CH2:41]3)[NH:37][N:36]=2)[C:31]([Br:43])=[CH:30][N:29]=1. The catalyst is O1CCOCC1.C([O-])([O-])=O.[Na+].[Na+].C1C=CC(P(C2C=CC=CC=2)[C-]2C=CC=C2)=CC=1.C1C=CC(P(C2C=CC=CC=2)[C-]2C=CC=C2)=CC=1.Cl[Pd]Cl.[Fe+2]. The product is [Br:43][C:31]1[C:32]([NH:34][C:35]2[CH:39]=[C:38]([CH:40]3[CH2:42][CH2:41]3)[NH:37][N:36]=2)=[N:33][C:28]([C:14]2[S:13][C:12]([S:9]([NH:8][CH2:7][CH2:6][N:5]([CH3:4])[CH3:26])(=[O:10])=[O:11])=[CH:16][CH:15]=2)=[N:29][CH:30]=1. The yield is 0.200. (2) The reactants are [CH3:1][N:2]([CH3:19])[CH2:3][CH2:4][O:5][C:6]1[CH:11]=[CH:10][C:9]([NH2:12])=[CH:8][C:7]=1[C:13]1[N:14]([CH3:18])[N:15]=[CH:16][CH:17]=1.[F:20][C:21]1[CH:26]=[CH:25][C:24]([N:27]=[C:28]=[O:29])=[CH:23][CH:22]=1. No catalyst specified. The product is [CH3:1][N:2]([CH3:19])[CH2:3][CH2:4][O:5][C:6]1[CH:11]=[CH:10][C:9]([NH:12][C:28]([NH:27][C:24]2[CH:25]=[CH:26][C:21]([F:20])=[CH:22][CH:23]=2)=[O:29])=[CH:8][C:7]=1[C:13]1[N:14]([CH3:18])[N:15]=[CH:16][CH:17]=1. The yield is 0.664. (3) The reactants are [CH3:1][C:2]1[N:6]2[C:7](=[O:24])[N:8]([CH2:10][CH:11]3[CH2:16][CH2:15][N:14](C(OC(C)(C)C)=O)[CH2:13][CH2:12]3)[CH2:9][C:5]2=[CH:4][N:3]=1.[ClH:25]. The catalyst is C(O)C. The product is [ClH:25].[ClH:25].[CH3:1][C:2]1[N:6]2[C:7](=[O:24])[N:8]([CH2:10][CH:11]3[CH2:16][CH2:15][NH:14][CH2:13][CH2:12]3)[CH2:9][C:5]2=[CH:4][N:3]=1. The yield is 0.780. (4) The reactants are [CH2:1]([S:3][C:4]1[C:9]([C:10]([NH:12][CH2:13][C:14]2[CH:19]=[CH:18][CH:17]=[C:16]([F:20])[CH:15]=2)=[O:11])=[C:8]([CH3:21])[CH:7]=[C:6]([N:22]2[CH2:27][CH2:26][CH:25]([OH:28])[CH2:24][CH2:23]2)[N:5]=1)[CH3:2].CC(OI1(OC(C)=O)(OC(C)=O)OC(=O)C2C=CC=CC1=2)=O. The catalyst is C(Cl)Cl. The product is [CH2:1]([S:3][C:4]1[C:9]([C:10]([NH:12][CH2:13][C:14]2[CH:19]=[CH:18][CH:17]=[C:16]([F:20])[CH:15]=2)=[O:11])=[C:8]([CH3:21])[CH:7]=[C:6]([N:22]2[CH2:27][CH2:26][C:25](=[O:28])[CH2:24][CH2:23]2)[N:5]=1)[CH3:2]. The yield is 0.440. (5) The reactants are [NH2:1][C:2]1[C:10]([O:11][CH2:12][C:13]2[CH:18]=[CH:17][CH:16]=[CH:15][CH:14]=2)=[CH:9][C:8]([I:19])=[CH:7][C:3]=1[C:4](O)=[O:5].[CH:20]([NH2:22])=O. No catalyst specified. The product is [CH2:12]([O:11][C:10]1[CH:9]=[C:8]([I:19])[CH:7]=[C:3]2[C:2]=1[N:1]=[CH:20][NH:22][C:4]2=[O:5])[C:13]1[CH:18]=[CH:17][CH:16]=[CH:15][CH:14]=1. The yield is 0.840.